From a dataset of Forward reaction prediction with 1.9M reactions from USPTO patents (1976-2016). Predict the product of the given reaction. Given the reactants [NH2:1][C:2]1[CH:3]=[C:4]([CH2:8][C:9]([OH:11])=[O:10])[CH:5]=[CH:6][CH:7]=1.[Cl:12][Si](C)(C)[CH3:14], predict the reaction product. The product is: [ClH:12].[CH3:14][O:10][C:9](=[O:11])[CH2:8][C:4]1[CH:5]=[CH:6][CH:7]=[C:2]([NH2:1])[CH:3]=1.